Dataset: Reaction yield outcomes from USPTO patents with 853,638 reactions. Task: Predict the reaction yield, written as a fraction of the theoretical maximum amount of product (1.0 means a 100% yield; for example, 0.34 means a 34% yield). (1) The reactants are [C:1]1([CH3:11])[CH:6]=[CH:5][C:4]([S:7](Cl)(=[O:9])=[O:8])=[CH:3][CH:2]=1.[OH:12][CH2:13][CH:14]1[CH2:16][CH:15]1[C:17]([NH:19][C:20]1[S:28][C:23]2[CH2:24][O:25][CH2:26][CH2:27][C:22]=2[C:21]=1[C:29]([NH2:31])=[O:30])=[O:18].C(Cl)Cl.N1C=CC=CC=1. The catalyst is O. The product is [C:29]([C:21]1[C:22]2[CH2:27][CH2:26][O:25][CH2:24][C:23]=2[S:28][C:20]=1[NH:19][C:17]([CH:15]1[CH2:16][CH:14]1[CH2:13][O:12][S:7]([C:4]1[CH:5]=[CH:6][C:1]([CH3:11])=[CH:2][CH:3]=1)(=[O:9])=[O:8])=[O:18])(=[O:30])[NH2:31]. The yield is 0.660. (2) The reactants are C(OC([N:8]1[CH2:12][CH2:11][CH2:10][C@@H:9]1[CH2:13][O:14][C:15]1[CH:20]=[CH:19][C:18]([O:21][C:22]2[CH:27]=[CH:26][C:25]([C:28]3[S:29][CH:30]=[CH:31][N:32]=3)=[CH:24][CH:23]=2)=[CH:17][CH:16]=1)=O)(C)(C)C.[ClH:33]. The catalyst is O1CCOCC1. The product is [ClH:33].[NH:8]1[CH2:12][CH2:11][CH2:10][C@@H:9]1[CH2:13][O:14][C:15]1[CH:20]=[CH:19][C:18]([O:21][C:22]2[CH:27]=[CH:26][C:25]([C:28]3[S:29][CH:30]=[CH:31][N:32]=3)=[CH:24][CH:23]=2)=[CH:17][CH:16]=1. The yield is 0.830. (3) The reactants are [C:7](O[C:7](=[O:11])[CH:8]([CH3:10])[CH3:9])(=[O:11])[CH:8]([CH3:10])[CH3:9].[CH2:12]([C:16]1[CH:22]=[CH:21][C:19]([NH2:20])=[C:18]([CH3:23])[CH:17]=1)[CH2:13][CH2:14][CH3:15].C(N(CC)CC)C.Cl. The catalyst is ClCCl. The product is [CH2:12]([C:16]1[CH:22]=[CH:21][C:19]([NH:20][C:7](=[O:11])[CH:8]([CH3:9])[CH3:10])=[C:18]([CH3:23])[CH:17]=1)[CH2:13][CH2:14][CH3:15]. The yield is 0.840. (4) The reactants are [F:1][C:2]1[CH:3]=[C:4]([C:26](OC)=O)[C:5]2[C:6](=O)[CH:7]([C:19]3[N:23]([CH3:24])[N:22]=[CH:21][N:20]=3)[CH:8]([C:12]3[CH:17]=[CH:16][C:15]([F:18])=[CH:14][CH:13]=3)[NH:9][C:10]=2[CH:11]=1.[OH2:30].[NH2:31][NH2:32]. The catalyst is CO. The product is [F:1][C:2]1[CH:11]=[C:10]2[NH:9][CH:8]([C:12]3[CH:13]=[CH:14][C:15]([F:18])=[CH:16][CH:17]=3)[CH:7]([C:19]3[N:23]([CH3:24])[N:22]=[CH:21][N:20]=3)[C:6]3=[N:31][NH:32][C:26](=[O:30])[C:4]([CH:3]=1)=[C:5]23. The yield is 0.781. (5) The yield is 0.880. The product is [CH3:1][O:2][CH2:3][C:4]1([S:7]([NH2:10])(=[O:9])=[O:8])[CH2:6][CH2:5]1. The catalyst is O1CCOCC1. The reactants are [CH3:1][O:2][CH2:3][C:4]1([S:7]([NH:10]C(=O)OC(C)(C)C)(=[O:9])=[O:8])[CH2:6][CH2:5]1.Cl. (6) The reactants are [CH3:1][C:2]1([C:17]2[CH:18]=[C:19]([NH2:23])[CH:20]=[CH:21][CH:22]=2)[CH:7]2[CH:3]1[CH2:4][N:5]([CH2:8][CH2:9][CH2:10][C:11]1[CH:16]=[CH:15][CH:14]=[CH:13][CH:12]=1)[CH2:6]2.[C:24]1([S:30](Cl)(=[O:32])=[O:31])[CH:29]=[CH:28][CH:27]=[CH:26][CH:25]=1.[OH2:34].ClCCl. The catalyst is N1C=CC=CC=1. The product is [C:21]([OH:31])(=[O:34])[CH3:22].[CH3:1][C:2]1([C:17]2[CH:18]=[C:19]([NH:23][S:30]([C:24]3[CH:29]=[CH:28][CH:27]=[CH:26][CH:25]=3)(=[O:32])=[O:31])[CH:20]=[CH:21][CH:22]=2)[CH:3]2[CH:7]1[CH2:6][N:5]([CH2:8][CH2:9][CH2:10][C:11]1[CH:16]=[CH:15][CH:14]=[CH:13][CH:12]=1)[CH2:4]2. The yield is 0.0200. (7) The reactants are [CH2:1]([C:3]1([CH2:18][CH:19]=[O:20])[C:8]2[NH:9][C:10]3[C:15]([C:7]=2[CH2:6][CH2:5][O:4]1)=[CH:14][CH:13]=[CH:12][C:11]=3[CH2:16][CH3:17])[CH3:2].[CH3:21][Mg]Cl. The catalyst is C1COCC1.C([O-])(O)=O.[Na+]. The product is [CH2:1]([C:3]1([CH2:18][CH:19]([OH:20])[CH3:21])[C:8]2[NH:9][C:10]3[C:15]([C:7]=2[CH2:6][CH2:5][O:4]1)=[CH:14][CH:13]=[CH:12][C:11]=3[CH2:16][CH3:17])[CH3:2]. The yield is 0.960.